Dataset: Reaction yield outcomes from USPTO patents with 853,638 reactions. Task: Predict the reaction yield, written as a fraction of the theoretical maximum amount of product (1.0 means a 100% yield; for example, 0.34 means a 34% yield). (1) The reactants are [C:1]1([S:7]([N:10]([CH2:22][C:23](O)=[O:24])[C:11]2[CH:16]=[C:15]([C:17]([F:20])([F:19])[F:18])[CH:14]=[CH:13][C:12]=2[Cl:21])(=[O:9])=[O:8])[CH:6]=[CH:5][CH:4]=[CH:3][CH:2]=1.[N:26]1[CH:31]=[CH:30][C:29](NC)=[CH:28][CH:27]=1.[CH:34]([N:37](C(C)C)CC)(C)C. The catalyst is S(Cl)(Cl)=O. The product is [C:1]1([S:7]([N:10]([C:11]2[CH:16]=[C:15]([C:17]([F:19])([F:18])[F:20])[CH:14]=[CH:13][C:12]=2[Cl:21])[CH2:22][C:23]([NH:37][CH2:34][C:29]2[CH:28]=[CH:27][N:26]=[CH:31][CH:30]=2)=[O:24])(=[O:8])=[O:9])[CH:6]=[CH:5][CH:4]=[CH:3][CH:2]=1. The yield is 0.670. (2) The reactants are [F:1][C:2]1[CH:9]=[C:8]([O:10][CH3:11])[CH:7]=[CH:6][C:3]=1[CH:4]=[O:5].[CH2:12](O)[CH2:13][OH:14].O.C1(C)C=CC(S(O)(=O)=O)=CC=1. The catalyst is C1(C)C=CC=CC=1. The product is [F:1][C:2]1[CH:9]=[C:8]([O:10][CH3:11])[CH:7]=[CH:6][C:3]=1[CH:4]1[O:14][CH2:13][CH2:12][O:5]1. The yield is 0.510. (3) The reactants are [CH2:1]([NH:5][CH2:6][CH2:7][CH2:8][O:9][C:10]1[CH:11]=[C:12]([CH2:34][NH:35][CH2:36][CH2:37][CH2:38][NH:39][CH2:40][CH2:41][CH2:42][NH:43][CH2:44][CH2:45][CH2:46][CH2:47][CH2:48][CH2:49][CH2:50][CH3:51])[CH:13]=[C:14]([CH2:16][NH:17][CH2:18][CH2:19][CH2:20][NH:21][CH2:22][CH2:23][CH2:24][NH:25][CH2:26][CH2:27][CH2:28][CH2:29][CH2:30][CH2:31][CH2:32][CH3:33])[CH:15]=1)[CH:2]([CH3:4])[CH3:3].[ClH:52]. No catalyst specified. The product is [ClH:52].[CH2:1]([NH:5][CH2:6][CH2:7][CH2:8][O:9][C:10]1[CH:15]=[C:14]([CH2:16][NH:17][CH2:18][CH2:19][CH2:20][NH:21][CH2:22][CH2:23][CH2:24][NH:25][CH2:26][CH2:27][CH2:28][CH2:29][CH2:30][CH2:31][CH2:32][CH3:33])[CH:13]=[C:12]([CH2:34][NH:35][CH2:36][CH2:37][CH2:38][NH:39][CH2:40][CH2:41][CH2:42][NH:43][CH2:44][CH2:45][CH2:46][CH2:47][CH2:48][CH2:49][CH2:50][CH3:51])[CH:11]=1)[CH:2]([CH3:4])[CH3:3]. The yield is 0.420.